This data is from Catalyst prediction with 721,799 reactions and 888 catalyst types from USPTO. The task is: Predict which catalyst facilitates the given reaction. (1) Reactant: C1(O[C:8](=[O:27])[NH:9][C:10]2[CH:15]=[C:14]([C:16]([CH3:19])([CH3:18])[CH3:17])[CH:13]=[C:12]([NH:20][S:21]([CH3:24])(=[O:23])=[O:22])[C:11]=2[O:25][CH3:26])C=CC=CC=1.[Cl:28][C:29]1[N:34]=[C:33]([O:35][C:36]2[C:45]3[C:40](=[CH:41][CH:42]=[CH:43][CH:44]=3)[C:39]([NH2:46])=[CH:38][CH:37]=2)[CH:32]=[CH:31][N:30]=1.CCN(CC)CC. Product: [C:16]([C:14]1[CH:15]=[C:10]([NH:9][C:8]([NH:46][C:39]2[C:40]3[C:45](=[CH:44][CH:43]=[CH:42][CH:41]=3)[C:36]([O:35][C:33]3[CH:32]=[CH:31][N:30]=[C:29]([Cl:28])[N:34]=3)=[CH:37][CH:38]=2)=[O:27])[C:11]([O:25][CH3:26])=[C:12]([NH:20][S:21]([CH3:24])(=[O:23])=[O:22])[CH:13]=1)([CH3:17])([CH3:19])[CH3:18]. The catalyst class is: 480. (2) Reactant: [CH2:1]([C:5]1[C:6]([C:16]2[CH:21]=[CH:20][C:19]([O:22][CH3:23])=[CH:18][CH:17]=2)=[C:7]([OH:15])[C:8]2[C:13]([CH:14]=1)=[CH:12][CH:11]=[CH:10][CH:9]=2)[CH2:2][CH2:3][CH3:4].F[C:25]1[CH:32]=[CH:31][C:28]([CH:29]=[O:30])=[CH:27][CH:26]=1.C([O-])([O-])=O.[Cs+].[Cs+]. Product: [CH2:1]([C:5]1[C:6]([C:16]2[CH:17]=[CH:18][C:19]([O:22][CH3:23])=[CH:20][CH:21]=2)=[C:7]([O:15][C:25]2[CH:32]=[CH:31][C:28]([CH:29]=[O:30])=[CH:27][CH:26]=2)[C:8]2[C:13]([CH:14]=1)=[CH:12][CH:11]=[CH:10][CH:9]=2)[CH2:2][CH2:3][CH3:4]. The catalyst class is: 16. (3) The catalyst class is: 10. Product: [CH2:1]([O:3][C:4]1[C:13]2[C:8](=[CH:9][CH:10]=[C:11]([CH:14]=[C:15]3[S:19][C:18]([S:20][CH2:28][CH3:29])=[N:17][C:16]3=[O:21])[CH:12]=2)[N:7]=[CH:6][C:5]=1[S:22]([CH3:25])(=[O:23])=[O:24])[CH3:2]. Reactant: [CH2:1]([O:3][C:4]1[C:13]2[C:8](=[CH:9][CH:10]=[C:11]([CH:14]=[C:15]3[S:19][C:18](=[S:20])[NH:17][C:16]3=[O:21])[CH:12]=2)[N:7]=[CH:6][C:5]=1[S:22]([CH3:25])(=[O:24])=[O:23])[CH3:2].IC.[CH:28](N(C(C)C)CC)(C)[CH3:29].